From a dataset of Full USPTO retrosynthesis dataset with 1.9M reactions from patents (1976-2016). Predict the reactants needed to synthesize the given product. (1) Given the product [CH:5]1([C:11]2[C:19]3[C:14](=[CH:15][C:16]([C:20]([O:22][CH3:23])=[O:21])=[CH:17][CH:18]=3)[NH:13][CH:12]=2)[CH2:6][CH2:7][CH2:8][CH2:9][CH2:10]1, predict the reactants needed to synthesize it. The reactants are: S(Cl)(Cl)=O.[CH:5]1([C:11]2[C:19]3[C:14](=[CH:15][C:16]([C:20]([OH:22])=[O:21])=[CH:17][CH:18]=3)[NH:13][CH:12]=2)[CH2:10][CH2:9][CH2:8][CH2:7][CH2:6]1.[CH3:23]O. (2) Given the product [OH:40][C@:38]1([C:12]2[S:13][C:9]([C:7]3[CH:6]=[C:5]([NH:14][C:15]4[N:20]=[C:19]([C:21]([F:22])([F:24])[F:23])[CH:18]=[CH:17][N:16]=4)[CH:4]=[C:3]([CH3:2])[CH:8]=3)=[CH:10][N:11]=2)[CH2:37][CH2:36][C@H:35]([C:41]([OH:43])=[O:42])[C:34]([CH3:44])([CH3:33])[CH2:39]1, predict the reactants needed to synthesize it. The reactants are: [Li].[CH3:2][C:3]1[CH:4]=[C:5]([NH:14][C:15]2[N:20]=[C:19]([C:21]([F:24])([F:23])[F:22])[CH:18]=[CH:17][N:16]=2)[CH:6]=[C:7]([C:9]2[S:13][CH:12]=[N:11][CH:10]=2)[CH:8]=1.C([N-]C(C)C)(C)C.[Li+].[CH3:33][C:34]1([CH3:44])[CH2:39][C:38](=[O:40])[CH2:37][CH2:36][CH:35]1[C:41]([OH:43])=[O:42].S1C=CN=C1.